The task is: Regression. Given two drug SMILES strings and cell line genomic features, predict the synergy score measuring deviation from expected non-interaction effect.. This data is from NCI-60 drug combinations with 297,098 pairs across 59 cell lines. (1) Drug 1: CC1=C(C=C(C=C1)NC2=NC=CC(=N2)N(C)C3=CC4=NN(C(=C4C=C3)C)C)S(=O)(=O)N.Cl. Drug 2: CC1=C2C(C(=O)C3(C(CC4C(C3C(C(C2(C)C)(CC1OC(=O)C(C(C5=CC=CC=C5)NC(=O)C6=CC=CC=C6)O)O)OC(=O)C7=CC=CC=C7)(CO4)OC(=O)C)O)C)OC(=O)C. Cell line: A498. Synergy scores: CSS=22.0, Synergy_ZIP=6.60, Synergy_Bliss=12.3, Synergy_Loewe=-13.0, Synergy_HSA=9.24. (2) Drug 1: C1=C(C(=O)NC(=O)N1)F. Drug 2: CNC(=O)C1=NC=CC(=C1)OC2=CC=C(C=C2)NC(=O)NC3=CC(=C(C=C3)Cl)C(F)(F)F. Cell line: NCIH23. Synergy scores: CSS=57.5, Synergy_ZIP=-6.44, Synergy_Bliss=-5.80, Synergy_Loewe=-4.14, Synergy_HSA=1.29. (3) Drug 1: CC(C1=C(C=CC(=C1Cl)F)Cl)OC2=C(N=CC(=C2)C3=CN(N=C3)C4CCNCC4)N. Drug 2: CC1OCC2C(O1)C(C(C(O2)OC3C4COC(=O)C4C(C5=CC6=C(C=C35)OCO6)C7=CC(=C(C(=C7)OC)O)OC)O)O. Cell line: HL-60(TB). Synergy scores: CSS=64.5, Synergy_ZIP=5.47, Synergy_Bliss=5.81, Synergy_Loewe=-3.84, Synergy_HSA=5.10. (4) Drug 1: C1CCC(C1)C(CC#N)N2C=C(C=N2)C3=C4C=CNC4=NC=N3. Drug 2: CCC1(CC2CC(C3=C(CCN(C2)C1)C4=CC=CC=C4N3)(C5=C(C=C6C(=C5)C78CCN9C7C(C=CC9)(C(C(C8N6C=O)(C(=O)OC)O)OC(=O)C)CC)OC)C(=O)OC)O.OS(=O)(=O)O. Cell line: NCI-H460. Synergy scores: CSS=9.03, Synergy_ZIP=-0.0766, Synergy_Bliss=5.37, Synergy_Loewe=-6.69, Synergy_HSA=2.25. (5) Drug 1: CC1C(C(CC(O1)OC2CC(OC(C2O)C)OC3=CC4=CC5=C(C(=O)C(C(C5)C(C(=O)C(C(C)O)O)OC)OC6CC(C(C(O6)C)O)OC7CC(C(C(O7)C)O)OC8CC(C(C(O8)C)O)(C)O)C(=C4C(=C3C)O)O)O)O. Drug 2: CCC1(CC2CC(C3=C(CCN(C2)C1)C4=CC=CC=C4N3)(C5=C(C=C6C(=C5)C78CCN9C7C(C=CC9)(C(C(C8N6C)(C(=O)OC)O)OC(=O)C)CC)OC)C(=O)OC)O.OS(=O)(=O)O. Cell line: NCI-H460. Synergy scores: CSS=46.9, Synergy_ZIP=1.39, Synergy_Bliss=-0.227, Synergy_Loewe=-12.4, Synergy_HSA=-0.970. (6) Drug 1: CC12CCC3C(C1CCC2=O)CC(=C)C4=CC(=O)C=CC34C. Drug 2: C(CN)CNCCSP(=O)(O)O. Cell line: NCI-H460. Synergy scores: CSS=2.94, Synergy_ZIP=-7.99, Synergy_Bliss=-13.9, Synergy_Loewe=-26.5, Synergy_HSA=-13.7.